The task is: Predict the product of the given reaction.. This data is from Forward reaction prediction with 1.9M reactions from USPTO patents (1976-2016). (1) Given the reactants [CH3:1][O:2][CH2:3][CH2:4][N:5]1[C:10](=[O:11])[CH:9]=[CH:8][C:7]([C:12]2[S:16][C:15]([C:17]([O:19]CC)=O)=[N:14][C:13]=2[C:22]2[CH:27]=[CH:26][CH:25]=[CH:24][CH:23]=2)=[N:6]1.[CH:28]([NH2:31])([CH3:30])[CH3:29], predict the reaction product. The product is: [CH:28]([NH:31][C:17]([C:15]1[S:16][C:12]([C:7]2[CH:8]=[CH:9][C:10](=[O:11])[N:5]([CH2:4][CH2:3][O:2][CH3:1])[N:6]=2)=[C:13]([C:22]2[CH:23]=[CH:24][CH:25]=[CH:26][CH:27]=2)[N:14]=1)=[O:19])([CH3:30])[CH3:29]. (2) Given the reactants [CH3:1][O:2][C:3]([C:5]1[CH:6]=[C:7]2[C:11](=[CH:12][CH:13]=1)[N:10]([CH2:14][CH:15]1[CH2:17][O:16]1)[CH:9]=[C:8]2[C:18](=[O:27])[CH2:19][CH2:20][CH2:21][CH2:22][C:23]([O:25][CH3:26])=[O:24])=[O:4].[C:28]1([C:34]2[CH:39]=[CH:38][C:37]([OH:40])=[CH:36][CH:35]=2)[CH:33]=[CH:32][CH:31]=[CH:30][CH:29]=1, predict the reaction product. The product is: [CH3:1][O:2][C:3]([C:5]1[CH:6]=[C:7]2[C:11](=[CH:12][CH:13]=1)[N:10]([CH2:14][CH:15]([OH:16])[CH2:17][O:40][C:37]1[CH:36]=[CH:35][C:34]([C:28]3[CH:29]=[CH:30][CH:31]=[CH:32][CH:33]=3)=[CH:39][CH:38]=1)[CH:9]=[C:8]2[C:18](=[O:27])[CH2:19][CH2:20][CH2:21][CH2:22][C:23]([O:25][CH3:26])=[O:24])=[O:4]. (3) Given the reactants [CH:1]1([C@H:7]2[CH2:12][NH:11][CH2:10][C@@H:9]([C:13]([O:15][CH3:16])=[O:14])[CH2:8]2)[CH2:6][CH2:5][CH2:4][CH2:3][CH2:2]1.Cl[C:18]1[N:23]=[C:22]([NH:24][C:25]2[NH:29][N:28]=[C:27]([CH:30]3[CH2:32][CH2:31]3)[CH:26]=2)[CH:21]=[C:20]([CH3:33])[N:19]=1.ClC1N=C(NC2NN=CC=2)C=C(C)N=1, predict the reaction product. The product is: [CH:1]1([C@H:7]2[CH2:12][N:11]([C:18]3[N:23]=[C:22]([NH:24][C:25]4[NH:29][N:28]=[C:27]([CH:30]5[CH2:32][CH2:31]5)[CH:26]=4)[CH:21]=[C:20]([CH3:33])[N:19]=3)[CH2:10][C@@H:9]([C:13]([O:15][CH3:16])=[O:14])[CH2:8]2)[CH2:2][CH2:3][CH2:4][CH2:5][CH2:6]1. (4) The product is: [N+:1]([C:4]1[CH:9]=[C:8]([Cl:10])[CH:7]=[C:6]([Br:11])[C:5]=1[O:12][CH3:15])([O-:3])=[O:2]. Given the reactants [N+:1]([C:4]1[CH:9]=[C:8]([Cl:10])[CH:7]=[C:6]([Br:11])[C:5]=1[OH:12])([O-:3])=[O:2].CI.[C:15](=O)([O-])[O-].[K+].[K+], predict the reaction product.